From a dataset of Reaction yield outcomes from USPTO patents with 853,638 reactions. Predict the reaction yield, written as a fraction of the theoretical maximum amount of product (1.0 means a 100% yield; for example, 0.34 means a 34% yield). The reactants are Cl[CH2:2][CH2:3][O:4][C:5]1[CH:14]=[C:13]2[C:8]([C:9]([O:15][C:16]3[C:17]([C:26]([O:28][CH2:29][CH2:30][CH3:31])=[O:27])=[CH:18][C:19]4[C:24]([CH:25]=3)=[CH:23][CH:22]=[CH:21][CH:20]=4)=[CH:10][CH:11]=[N:12]2)=[CH:7][C:6]=1[O:32][CH3:33].C(=O)([O-])[O-].[K+].[K+].[NH:40]1[CH2:45][CH2:44][O:43][CH2:42][CH2:41]1.O. The catalyst is CN(C)C=O. The product is [CH3:33][O:32][C:6]1[CH:7]=[C:8]2[C:13](=[CH:14][C:5]=1[O:4][CH2:3][CH2:2][N:40]1[CH2:45][CH2:44][O:43][CH2:42][CH2:41]1)[N:12]=[CH:11][CH:10]=[C:9]2[O:15][C:16]1[C:17]([C:26]([O:28][CH2:29][CH2:30][CH3:31])=[O:27])=[CH:18][C:19]2[C:24]([CH:25]=1)=[CH:23][CH:22]=[CH:21][CH:20]=2. The yield is 0.590.